From a dataset of Peptide-MHC class I binding affinity with 185,985 pairs from IEDB/IMGT. Regression. Given a peptide amino acid sequence and an MHC pseudo amino acid sequence, predict their binding affinity value. This is MHC class I binding data. (1) The peptide sequence is EIAQHGAWY. The MHC is HLA-B08:02 with pseudo-sequence HLA-B08:02. The binding affinity (normalized) is 0.0847. (2) The peptide sequence is HAEIESATL. The MHC is HLA-A25:01 with pseudo-sequence HLA-A25:01. The binding affinity (normalized) is 0.0847. (3) The MHC is HLA-B07:02 with pseudo-sequence HLA-B07:02. The peptide sequence is CPFLFLIVL. The binding affinity (normalized) is 0. (4) The peptide sequence is RSNDTELNY. The MHC is HLA-A02:06 with pseudo-sequence HLA-A02:06. The binding affinity (normalized) is 0.0847. (5) The peptide sequence is MWAQDAAMY. The MHC is HLA-B15:03 with pseudo-sequence HLA-B15:03. The binding affinity (normalized) is 0.354. (6) The peptide sequence is YTAVVSLVY. The MHC is HLA-A29:02 with pseudo-sequence HLA-A29:02. The binding affinity (normalized) is 1.00. (7) The binding affinity (normalized) is 0.909. The peptide sequence is IMLIPTVMAF. The MHC is HLA-B15:01 with pseudo-sequence HLA-B15:01. (8) The peptide sequence is PLFPGITRV. The MHC is HLA-A02:12 with pseudo-sequence HLA-A02:12. The binding affinity (normalized) is 0.0847.